This data is from Forward reaction prediction with 1.9M reactions from USPTO patents (1976-2016). The task is: Predict the product of the given reaction. (1) Given the reactants [F:1][C:2]([F:26])([F:25])[O:3][C:4]1[CH:5]=[C:6]([CH:10]([C:14]2[CH:19]=[CH:18][CH:17]=[C:16]([O:20][C:21]([F:24])([F:23])[F:22])[CH:15]=2)[C:11]([OH:13])=[O:12])[CH:7]=[CH:8][CH:9]=1.[Li]CCCC.Br[CH2:33][C:34]1[N:39]=[CH:38][CH:37]=[CH:36][N:35]=1, predict the reaction product. The product is: [N:35]1[CH:36]=[CH:37][CH:38]=[N:39][C:34]=1[CH2:33][C:10]([C:14]1[CH:19]=[CH:18][CH:17]=[C:16]([O:20][C:21]([F:24])([F:23])[F:22])[CH:15]=1)([C:6]1[CH:7]=[CH:8][CH:9]=[C:4]([O:3][C:2]([F:25])([F:26])[F:1])[CH:5]=1)[C:11]([OH:13])=[O:12]. (2) Given the reactants [O:1]1[C:5]2[CH:6]=[CH:7][C:8]([S:10]([N:13]([CH2:38][CH:39]([CH3:41])[CH3:40])[CH2:14][C@@H:15]([OH:37])[C@@H:16]([NH:25][C:26](=[O:36])[O:27][C@@H:28]3[C@H:35]4[C@H:31]([O:32][CH2:33][CH2:34]4)[O:30][CH2:29]3)[CH2:17][C:18]3[CH:23]=[CH:22][C:21]([OH:24])=[CH:20][CH:19]=3)(=[O:12])=[O:11])=[CH:9][C:4]=2[O:3][CH2:2]1.Cl[C:43]1[CH:48]=[CH:47][C:46]([N+:49]([O-:51])=[O:50])=[CH:45][N:44]=1.C(=O)([O-])[O-].[Cs+].[Cs+], predict the reaction product. The product is: [O:1]1[C:5]2[CH:6]=[CH:7][C:8]([S:10]([N:13]([CH2:38][CH:39]([CH3:41])[CH3:40])[CH2:14][C@@H:15]([OH:37])[C@@H:16]([NH:25][C:26](=[O:36])[O:27][C@@H:28]3[C@H:35]4[C@H:31]([O:32][CH2:33][CH2:34]4)[O:30][CH2:29]3)[CH2:17][C:18]3[CH:23]=[CH:22][C:21]([O:24][C:43]4[CH:48]=[CH:47][C:46]([N+:49]([O-:51])=[O:50])=[CH:45][N:44]=4)=[CH:20][CH:19]=3)(=[O:12])=[O:11])=[CH:9][C:4]=2[O:3][CH2:2]1. (3) The product is: [CH3:33][S:34]([O:30][CH:23]1[C:22]([CH3:32])([CH3:31])[C:21]2[C:25](=[CH:26][CH:27]=[C:19]([CH2:18][CH2:17][CH2:16][N:13]3[CH2:14][CH2:15][N:10]([C:3]4[C:4]5[CH:9]=[CH:8][CH:7]=[CH:6][C:5]=5[O:1][N:2]=4)[CH2:11][CH2:12]3)[CH:20]=2)[C:24]1([CH3:28])[CH3:29])(=[O:36])=[O:35]. Given the reactants [O:1]1[C:5]2[CH:6]=[CH:7][CH:8]=[CH:9][C:4]=2[C:3]([N:10]2[CH2:15][CH2:14][N:13]([CH2:16][CH2:17][CH2:18][C:19]3[CH:20]=[C:21]4[C:25](=[CH:26][CH:27]=3)[C:24]([CH3:29])([CH3:28])[CH:23]([OH:30])[C:22]4([CH3:32])[CH3:31])[CH2:12][CH2:11]2)=[N:2]1.[CH3:33][S:34](O)(=[O:36])=[O:35], predict the reaction product. (4) Given the reactants C([NH:4][C:5]1[CH:13]=[CH:12][C:8]([C:9]([OH:11])=[O:10])=[C:7]([CH3:14])[CH:6]=1)(=O)C.S(=O)(=O)(O)O.[OH-].[Na+].[CH3:22]O, predict the reaction product. The product is: [NH2:4][C:5]1[CH:13]=[CH:12][C:8]([C:9]([O:11][CH3:22])=[O:10])=[C:7]([CH3:14])[CH:6]=1. (5) Given the reactants [F:1][C:2]1[CH:7]=[C:6]([N+:8]([O-:10])=[O:9])[C:5](F)=[CH:4][C:3]=1[F:12].[CH2:13]([NH2:16])[CH2:14][CH3:15].C([O-])([O-])=O.[K+].[K+], predict the reaction product. The product is: [F:1][C:2]1[C:3]([F:12])=[CH:4][C:5]([NH:16][CH2:13][CH2:14][CH3:15])=[C:6]([N+:8]([O-:10])=[O:9])[CH:7]=1. (6) Given the reactants C[O:2][C:3]([C:5]1[CH:6]=[C:7]([C:18]2[CH:23]=[CH:22][C:21]([CH3:24])=[CH:20][CH:19]=2)[CH:8]=[C:9]([N:11]([C:13](=[O:17])[CH:14]([CH3:16])[CH3:15])[CH3:12])[CH:10]=1)=[O:4].[OH-].[Na+].Cl, predict the reaction product. The product is: [C:13]([N:11]([CH3:12])[C:9]1[CH:10]=[C:5]([C:3]([OH:4])=[O:2])[CH:6]=[C:7]([C:18]2[CH:23]=[CH:22][C:21]([CH3:24])=[CH:20][CH:19]=2)[CH:8]=1)(=[O:17])[CH:14]([CH3:16])[CH3:15].